From a dataset of Catalyst prediction with 721,799 reactions and 888 catalyst types from USPTO. Predict which catalyst facilitates the given reaction. Reactant: ClC1C2C(=CC(OCCOC)=C(OCCOC)C=2)N=CN=1.[CH3:22][O:23][CH2:24][CH2:25][O:26][C:27]1[CH:28]=[C:29]2[C:41]([NH:42][C:43]3[CH:44]=[CH:45][CH:46]=[C:47]([C:49]#[CH:50])[CH:48]=3)=[N:40][CH:39]=[N:38][C:30]2=[CH:31][C:32]=1[O:33][CH2:34][CH2:35][O:36][CH3:37].Cl.C(O[Na])(C)=O. Product: [CH3:22][O:23][CH2:24][CH2:25][O:26][C:27]1[CH:28]=[C:29]2[C:41]([NH:42][C:43]3[CH:48]=[C:47]([C:49]#[CH:50])[CH:46]=[CH:45][CH:44]=3)=[N:40][CH:39]=[N:38][C:30]2=[CH:31][C:32]=1[O:33][CH2:34][CH2:35][O:36][CH3:37]. The catalyst class is: 6.